Dataset: Reaction yield outcomes from USPTO patents with 853,638 reactions. Task: Predict the reaction yield, written as a fraction of the theoretical maximum amount of product (1.0 means a 100% yield; for example, 0.34 means a 34% yield). (1) The reactants are [I-:1].[K+].II.[Cl:5][C:6]1[CH:12]=[CH:11][C:9]([NH2:10])=[CH:8][CH:7]=1.C(=O)([O-])O.[Na+]. The catalyst is O. The product is [Cl:5][C:6]1[CH:12]=[CH:11][C:9]([NH2:10])=[C:8]([I:1])[CH:7]=1. The yield is 1.00. (2) The reactants are [CH3:1][NH+:2]([CH2:7][CH2:8][CH2:9][CH2:10][CH2:11][CH2:12][CH2:13][CH2:14][CH2:15][CH2:16][CH2:17][CH2:18][CH2:19][CH3:20])[CH2:3][C:4]([O-:6])=O.[CH3:21][NH:22][CH2:23][C@@H:24]([C@H:26]([C@@H:28]([C@@H:30]([CH2:32][OH:33])[OH:31])[OH:29])[OH:27])[OH:25].CN(C(ON1N=NC2C=CC=CC1=2)=[N+](C)C)C.F[P-](F)(F)(F)(F)F.C(N(CC)C(C)C)(C)C. The catalyst is CN(C)C=O.ClCCl. The product is [CH3:1][N:2]([CH2:7][CH2:8][CH2:9][CH2:10][CH2:11][CH2:12][CH2:13][CH2:14][CH2:15][CH2:16][CH2:17][CH2:18][CH2:19][CH3:20])[CH2:3][C:4]([N:22]([CH3:21])[CH2:23][C@@H:24]([C@H:26]([C@@H:28]([C@@H:30]([CH2:32][OH:33])[OH:31])[OH:29])[OH:27])[OH:25])=[O:6]. The yield is 0.580. (3) The reactants are [CH2:1]([N:8](C)[C:9]1[C:14]([F:15])=[CH:13][N:12]=[C:11](Cl)[N:10]=1)[C:2]1[CH:7]=[CH:6][CH:5]=[CH:4][CH:3]=1.[OH-:18].[K+].Cl.O1CCOC[CH2:22]1.O. The catalyst is O. The product is [CH2:2]([CH2:1][NH:8][C:9]1[C:14]([F:15])=[CH:13][N:12]=[C:11]([OH:18])[N:10]=1)[C:7]1[CH:6]=[CH:5][CH:4]=[CH:3][CH:22]=1. The yield is 0.450. (4) The reactants are F[C:2]1[N:7]=[C:6]([C:8]2[C:16]3[C:11](=[CH:12][N:13]=[C:14]([C:17]4[CH:18]=[N:19][N:20]([CH3:22])[CH:21]=4)[CH:15]=3)[N:10](C3CCCCO3)[N:9]=2)[CH:5]=[CH:4][CH:3]=1.[NH:29]1[CH2:34][CH2:33][CH2:32][C@@H:31]([NH:35]C(=O)OC(C)(C)C)[CH2:30]1. No catalyst specified. The product is [CH3:22][N:20]1[CH:21]=[C:17]([C:14]2[CH:15]=[C:16]3[C:8]([C:6]4[N:7]=[C:2]([N:29]5[CH2:34][CH2:33][CH2:32][C@@H:31]([NH2:35])[CH2:30]5)[CH:3]=[CH:4][CH:5]=4)=[N:9][NH:10][C:11]3=[CH:12][N:13]=2)[CH:18]=[N:19]1. The yield is 0.595. (5) The reactants are [CH3:1][O:2][C:3]([C:5]1[NH:6][C:7]2[C:12]([CH:13]=1)=[CH:11][C:10]([CH3:14])=[CH:9][C:8]=2[N+:15]([O-:17])=[O:16])=[O:4].C(N(CC)CC)C.[O:25](C(OC(C)(C)C)=O)[C:26]([O:28][C:29]([CH3:32])([CH3:31])[CH3:30])=O.O. The catalyst is ClCCl.CN(C)C1C=CN=CC=1. The product is [CH3:1][O:2][C:3]([C:5]1[N:6]([C:26]([O:28][C:29]([CH3:32])([CH3:31])[CH3:30])=[O:25])[C:7]2[C:12]([CH:13]=1)=[CH:11][C:10]([CH3:14])=[CH:9][C:8]=2[N+:15]([O-:17])=[O:16])=[O:4]. The yield is 1.00. (6) The reactants are [OH:1][C@H:2]1[CH2:6][NH:5][C@H:4]([C:7]([OH:9])=[O:8])[CH2:3]1.O=S(Cl)[Cl:12].[CH3:14][CH2:15]O. No catalyst specified. The product is [ClH:12].[CH2:14]([O:8][C:7](=[O:9])[C@@H:4]1[CH2:3][C@@H:2]([OH:1])[CH2:6][NH:5]1)[CH3:15]. The yield is 0.880.